From a dataset of Full USPTO retrosynthesis dataset with 1.9M reactions from patents (1976-2016). Predict the reactants needed to synthesize the given product. (1) Given the product [C:13]([O:17][C:18](=[O:19])[NH:20][C@H:21]([C:22](=[O:23])[NH2:3])[CH2:25][C:26]#[CH:27])([CH3:16])([CH3:15])[CH3:14], predict the reactants needed to synthesize it. The reactants are: Cl.C[N:3](C)CCCN=C=NCC.[C:13]([O:17][C:18]([NH:20][CH:21]([CH2:25][C:26]#[CH:27])[C:22](O)=[O:23])=[O:19])([CH3:16])([CH3:15])[CH3:14].ON1C2C=CC=CC=2N=N1.N. (2) The reactants are: Br[C:2]1[CH:7]=[CH:6][C:5]([C:8]2[N:12]=[CH:11][N:10]([C:13]3[CH:18]=[CH:17][C:16]([O:19][C:20]([F:23])([F:22])[F:21])=[CH:15][CH:14]=3)[N:9]=2)=[CH:4][CH:3]=1.[C:24]([O:28][C:29]([NH:31][CH2:32][CH2:33][B-](F)(F)F)=[O:30])([CH3:27])([CH3:26])[CH3:25].[K+].C(=O)([O-])[O-].[Cs+].[Cs+].C1(P(C2CCCCC2)C2C=CC=CC=2C2C(OC(C)C)=CC=CC=2OC(C)C)CCCCC1. Given the product [F:21][C:20]([F:23])([F:22])[O:19][C:16]1[CH:17]=[CH:18][C:13]([N:10]2[CH:11]=[N:12][C:8]([C:5]3[CH:6]=[CH:7][C:2]([CH2:33][CH2:32][NH:31][C:29](=[O:30])[O:28][C:24]([CH3:27])([CH3:26])[CH3:25])=[CH:3][CH:4]=3)=[N:9]2)=[CH:14][CH:15]=1, predict the reactants needed to synthesize it.